This data is from HIV replication inhibition screening data with 41,000+ compounds from the AIDS Antiviral Screen. The task is: Binary Classification. Given a drug SMILES string, predict its activity (active/inactive) in a high-throughput screening assay against a specified biological target. (1) The compound is CCC1(Cc2ccc(OC)c(OC)c2)C(OC(C)=O)C(OC2CCCC2(c2ccccc2)c2ccccc2)ON2OC(C3OCCO3)CC21. The result is 0 (inactive). (2) The compound is Cc1cn(C2COC(CO)C2CO)c(=O)[nH]c1=O. The result is 1 (active). (3) The drug is COc1ccc(N=Nc2ccc3oc(=O)c(C(=O)Nc4ccccc4C)cc3c2)cc1. The result is 0 (inactive). (4) The compound is O=C(O)CC1SC2(C(=O)N(Cc3ccccc3)c3ccccc32)N(c2ccccc2)C1=O. The result is 0 (inactive). (5) The compound is O=C(O)CN1CCNCCN(CP(=O)(O)O)CC1. The result is 0 (inactive). (6) The result is 0 (inactive). The molecule is C#CCN(C)Cc1ccccc1. (7) The compound is CNC(=O)c1nnn(Cc2ccccc2)c1S. The result is 0 (inactive). (8) The drug is CCN(CC)CC(=O)NC1c2ccccc2Oc2ccccc21. The result is 0 (inactive). (9) The drug is C1=CC2SSSC2C1. The result is 0 (inactive).